Dataset: Experimentally validated miRNA-target interactions with 360,000+ pairs, plus equal number of negative samples. Task: Binary Classification. Given a miRNA mature sequence and a target amino acid sequence, predict their likelihood of interaction. (1) The miRNA is hsa-miR-557 with sequence GUUUGCACGGGUGGGCCUUGUCU. The protein sequence of the target gene is MTAEDSTAAMSSDSAAGSSAKVPEGVAGAPNEAALLALMERTGYSMVQENGQRKYGGPPPGWEGPHPQRGCEVFVGKIPRDVYEDELVPVFEAVGRIYELRLMMDFDGKNRGYAFVMYCHKHEAKRAVRELNNYEIRPGRLLGVCCSVDNCRLFIGGIPKMKKREEILEEIAKVTEGVLDVIVYASAADKMKNRGFAFVEYESHRAAAMARRKLMPGRIQLWGHQIAVDWAEPEIDVDEDVMETVKILYVRNLMIETTEDTIKKSFGQFNPGCVERVKKIRDYAFVHFTSREDAVHAMNN.... Result: 1 (interaction). (2) The miRNA is hsa-miR-106b-3p with sequence CCGCACUGUGGGUACUUGCUGC. The protein sequence of the target gene is MSRRKQRKPQQLISDCEGPSASENGDASEEDHPQVCAKCCAQFTDPTEFLAHQNACSTDPPVMVIIGGQENPNNSSASSEPRPEGHNNPQVMDTEHSNPPDSGSSVPTDPTWGPERRGEESPGHFLVAATGTAAGGGGGLILASPKLGATPLPPESTPAPPPPPPPPPPPGVGSGHLNIPLILEELRVLQQRQIHQMQMTEQICRQVLLLGSLGQTVGAPASPSELPGTGTASSTKPLLPLFSPIKPVQTSKTLASSSSSSSSSSGAETPKQAFFHLYHPLGSQHPFSAGGVGRSHKPTP.... Result: 1 (interaction).